This data is from Peptide-MHC class II binding affinity with 134,281 pairs from IEDB. The task is: Regression. Given a peptide amino acid sequence and an MHC pseudo amino acid sequence, predict their binding affinity value. This is MHC class II binding data. The peptide sequence is GCIHMARSLANEWRD. The MHC is DRB1_1101 with pseudo-sequence DRB1_1101. The binding affinity (normalized) is 0.663.